This data is from Forward reaction prediction with 1.9M reactions from USPTO patents (1976-2016). The task is: Predict the product of the given reaction. (1) Given the reactants Br[C:2]1[CH:7]=[CH:6][C:5]([O:8][CH2:9][C:10]([CH3:17])([N:12]2[CH:16]=[N:15][N:14]=[N:13]2)[CH3:11])=[CH:4][N:3]=1.C([NH:22][C:23](=[O:25])[O-:24])(C)(C)C.[CH3:26][C:27]1(C)[C:53]2C(=C(P(C3C=CC=CC=3)C3C=CC=CC=3)C=CC=2)OC2C(P(C3C=CC=CC=3)C3C=CC=CC=3)=CC=C[C:28]1=2.CC(C)([O-])C.[Na+], predict the reaction product. The product is: [CH3:11][C:10]([N:12]1[CH:16]=[N:15][N:14]=[N:13]1)([CH3:17])[CH2:9][O:8][C:5]1[CH:6]=[CH:7][C:2]([NH:22][C:23](=[O:25])[O:24][C:27]([CH3:53])([CH3:28])[CH3:26])=[N:3][CH:4]=1. (2) Given the reactants [Cl:1][C:2]1[CH:7]=[C:6]([F:8])[C:5]([N:9]2[CH:13]=[CH:12][CH:11]=[C:10]2[CH:14]=[CH:15][C:16]([O:18][CH3:19])=[O:17])=[C:4]([C:20](=[O:31])[C:21]2[CH:26]=[CH:25][CH:24]=[C:23]([O:27][CH3:28])[C:22]=2[O:29][CH3:30])[CH:3]=1.[BH4-].[Na+].O, predict the reaction product. The product is: [Cl:1][C:2]1[CH:7]=[C:6]([F:8])[C:5]([N:9]2[CH:13]=[CH:12][CH:11]=[C:10]2[CH:14]=[CH:15][C:16]([O:18][CH3:19])=[O:17])=[C:4]([CH:20]([C:21]2[CH:26]=[CH:25][CH:24]=[C:23]([O:27][CH3:28])[C:22]=2[O:29][CH3:30])[OH:31])[CH:3]=1. (3) Given the reactants [CH2:1]([N:8]1[CH2:12][CH2:11][C:10]([C:14]2[CH:19]=[CH:18][CH:17]=[C:16]([F:20])[C:15]=2[F:21])([OH:13])[CH2:9]1)[C:2]1C=CC=CC=1.ICC.N1CCOCC1, predict the reaction product. The product is: [F:21][C:15]1[C:16]([F:20])=[CH:17][CH:18]=[CH:19][C:14]=1[C:10]1([OH:13])[CH2:11][CH2:12][N:8]([CH2:1][CH3:2])[CH2:9]1. (4) Given the reactants [C:1]([N:5]([C:14]1[CH:28]=[CH:27][C:17]([C:18]([NH:20][C:21]2[CH:26]=[CH:25][CH:24]=[CH:23][N:22]=2)=[O:19])=[C:16]([CH3:29])[CH:15]=1)[O:6][Si](C(C)(C)C)(C)C)([CH3:4])([CH3:3])[CH3:2].[F-].C([N+](CCCC)(CCCC)CCCC)CCC.O.[NH4+].[Cl-], predict the reaction product. The product is: [C:1]([N:5]([C:14]1[CH:28]=[CH:27][C:17]([C:18]([NH:20][C:21]2[CH:26]=[CH:25][CH:24]=[CH:23][N:22]=2)=[O:19])=[C:16]([CH3:29])[CH:15]=1)[OH:6])([CH3:4])([CH3:3])[CH3:2]. (5) Given the reactants Cl[C:2]1[N:7]=[C:6]([NH2:8])[N:5]=[C:4]([NH:9][CH2:10][CH2:11][C:12]2[CH:17]=[CH:16][C:15]([Cl:18])=[CH:14][CH:13]=2)[CH:3]=1.[CH3:19][C:20]1[CH:25]=[CH:24][CH:23]=[CH:22][C:21]=1B(O)O.C(=O)([O-])[O-].[K+].[K+], predict the reaction product. The product is: [Cl:18][C:15]1[CH:16]=[CH:17][C:12]([CH2:11][CH2:10][NH:9][C:4]2[CH:3]=[C:2]([C:21]3[CH:22]=[CH:23][CH:24]=[CH:25][C:20]=3[CH3:19])[N:7]=[C:6]([NH2:8])[N:5]=2)=[CH:13][CH:14]=1.